This data is from Rat liver microsome stability data. The task is: Regression/Classification. Given a drug SMILES string, predict its absorption, distribution, metabolism, or excretion properties. Task type varies by dataset: regression for continuous measurements (e.g., permeability, clearance, half-life) or binary classification for categorical outcomes (e.g., BBB penetration, CYP inhibition). Dataset: rlm. The result is 1 (stable in rat liver microsomes). The drug is FC1(F)CCN(c2nc(-c3ccncc3)nc3ccccc23)CC1.